Dataset: Catalyst prediction with 721,799 reactions and 888 catalyst types from USPTO. Task: Predict which catalyst facilitates the given reaction. Reactant: [NH2:1][C@@H:2]([CH3:7])[CH2:3][C:4]([OH:6])=[O:5].S(Cl)(Cl)=O.[C:12](O[C:12]([O:14][C:15]([CH3:18])([CH3:17])[CH3:16])=[O:13])([O:14][C:15]([CH3:18])([CH3:17])[CH3:16])=[O:13].[CH3:27][CH2:28]O. Product: [C:15]([O:14][C:12]([NH:1][C@@H:2]([CH3:7])[CH2:3][C:4]([O:6][CH2:27][CH3:28])=[O:5])=[O:13])([CH3:18])([CH3:17])[CH3:16]. The catalyst class is: 2.